Dataset: Reaction yield outcomes from USPTO patents with 853,638 reactions. Task: Predict the reaction yield, written as a fraction of the theoretical maximum amount of product (1.0 means a 100% yield; for example, 0.34 means a 34% yield). (1) The reactants are [CH2:1]([C:3]1[N:4]([C:28]2[CH:33]=[CH:32][C:31]([OH:34])=[CH:30][CH:29]=2)[C:5](=[O:27])[C:6]([CH2:12][C:13]2[CH:18]=[CH:17][C:16]([C:19]3[C:20]([C:25]#[N:26])=[CH:21][CH:22]=[CH:23][CH:24]=3)=[CH:15][CH:14]=2)=[C:7]([CH2:9][CH2:10][CH3:11])[N:8]=1)[CH3:2].[O:35]1[C:39]2([CH2:44][CH2:43][CH:42](O)[CH2:41][CH2:40]2)[O:38][CH2:37][CH2:36]1.N(C(OC(C)C)=O)=NC(OC(C)C)=O.C1(P(C2C=CC=CC=2)C2C=CC=CC=2)C=CC=CC=1. The catalyst is C(OCC)(=O)C.O1CCCC1. The product is [O:35]1[C:39]2([CH2:44][CH2:43][CH:42]([O:34][C:31]3[CH:32]=[CH:33][C:28]([N:4]4[C:5](=[O:27])[C:6]([CH2:12][C:13]5[CH:18]=[CH:17][C:16]([C:19]6[C:20]([C:25]#[N:26])=[CH:21][CH:22]=[CH:23][CH:24]=6)=[CH:15][CH:14]=5)=[C:7]([CH2:9][CH2:10][CH3:11])[N:8]=[C:3]4[CH2:1][CH3:2])=[CH:29][CH:30]=3)[CH2:41][CH2:40]2)[O:38][CH2:37][CH2:36]1. The yield is 0.980. (2) The product is [N:7]1([C:11]2[CH:16]=[CH:15][C:14]([C:17]3[NH:26][C:25](=[O:27])[C:24]4[C:19](=[CH:20][C:21]([O:30][CH3:31])=[CH:22][C:23]=4[O:28][CH3:29])[N:18]=3)=[CH:13][CH:12]=2)[CH2:8][CH2:9][CH2:10][NH:4][CH2:5][CH2:6]1. The reactants are C([N:4]1[CH2:10][CH2:9][CH2:8][N:7]([C:11]2[CH:16]=[CH:15][C:14]([C:17]3[NH:26][C:25](=[O:27])[C:24]4[C:19](=[CH:20][C:21]([O:30][CH3:31])=[CH:22][C:23]=4[O:28][CH3:29])[N:18]=3)=[CH:13][CH:12]=2)[CH2:6][CH2:5]1)(=O)C. The yield is 0.330. The catalyst is Cl. (3) The reactants are [CH2:1]([NH:3][C:4]([C:6]1[CH:7]=[C:8]2[C:13](=[CH:14][C:15]=1[OH:16])[N:12]=[CH:11][CH:10]=[C:9]2[O:17][C:18]1[CH:23]=[CH:22][C:21]([NH:24][C:25]([NH:27][CH3:28])=[O:26])=[C:20]([Cl:29])[CH:19]=1)=[O:5])[CH3:2].Br[CH2:31][CH:32]1[CH2:37][CH2:36][N:35]([C:38](OC(C)(C)C)=O)[CH2:34][CH2:33]1.C(=O)([O-])[O-].[K+].[K+].C=O.C([BH3-])#N.[Na+]. The catalyst is CN(C)C=O.C(OCC)(=O)C.CCCCCC.C(O)(=O)C.O. The product is [CH2:1]([NH:3][C:4]([C:6]1[CH:7]=[C:8]2[C:13](=[CH:14][C:15]=1[O:16][CH2:31][CH:32]1[CH2:37][CH2:36][N:35]([CH3:38])[CH2:34][CH2:33]1)[N:12]=[CH:11][CH:10]=[C:9]2[O:17][C:18]1[CH:23]=[CH:22][C:21]([NH:24][C:25]([NH:27][CH3:28])=[O:26])=[C:20]([Cl:29])[CH:19]=1)=[O:5])[CH3:2]. The yield is 0.570. (4) The reactants are Br.[F:2][CH:3]([F:20])[O:4][C:5]1[N:9]([CH3:10])[N:8]=[C:7]([C:11]([F:14])([F:13])[F:12])[C:6]=1[CH2:15][S:16]C(=N)N.C(=O)([O-])[O-].[K+].[K+].O. The catalyst is CN(C)C=O. The product is [F:20][CH:3]([F:2])[O:4][C:5]1[N:9]([CH3:10])[N:8]=[C:7]([C:11]([F:14])([F:13])[F:12])[C:6]=1[CH2:15][SH:16]. The yield is 0.824. (5) The reactants are [Cl:1][C:2]1[CH:7]=[CH:6][C:5]([C:8]2[N:9]=[C:10]([C:13]([CH3:17])([CH3:16])[CH2:14][NH2:15])[S:11][CH:12]=2)=[CH:4][CH:3]=1.[F:18][C:19]([F:35])([F:34])[C:20]1[O:24][N:23]=[C:22]([C:25]2[CH:26]=[N:27][CH:28]=[C:29]([CH:33]=2)[C:30](O)=[O:31])[N:21]=1. No catalyst specified. The product is [Cl:1][C:2]1[CH:3]=[CH:4][C:5]([C:8]2[N:9]=[C:10]([C:13]([CH3:17])([CH3:16])[CH2:14][NH:15][C:30](=[O:31])[C:29]3[CH:33]=[C:25]([C:22]4[N:21]=[C:20]([C:19]([F:35])([F:34])[F:18])[O:24][N:23]=4)[CH:26]=[N:27][CH:28]=3)[S:11][CH:12]=2)=[CH:6][CH:7]=1. The yield is 0.160. (6) The reactants are [CH:1]1[CH:6]=[C:5]([CH:7]=O)[C:4]([OH:9])=[CH:3][CH:2]=1.[NH:10]1[C:15](=[O:16])[CH2:14][C:13](=[O:17])[NH:12][C:11]1=[O:18]. The catalyst is O. The product is [OH:9][C:4]1[CH:3]=[CH:2][CH:1]=[CH:6][C:5]=1[CH:7]=[C:14]1[C:13](=[O:17])[NH:12][C:11](=[O:18])[NH:10][C:15]1=[O:16]. The yield is 0.910. (7) The reactants are [C:1]([O:5][C:6]([NH:8][C:9]1[S:13][C:12]([C:14]([O:16]C)=[O:15])=[C:11]([CH3:18])[CH:10]=1)=[O:7])([CH3:4])([CH3:3])[CH3:2].[OH-].[Na+]. The catalyst is CO. The product is [C:1]([O:5][C:6]([NH:8][C:9]1[S:13][C:12]([C:14]([OH:16])=[O:15])=[C:11]([CH3:18])[CH:10]=1)=[O:7])([CH3:4])([CH3:3])[CH3:2]. The yield is 0.620. (8) The reactants are [CH3:1][C:2]1[CH:3]=[C:4]2[C:9](=[CH:10][CH:11]=1)[CH:8]=[C:7](C1C=CC=CC=1C=O)[CH:6]=[CH:5]2.[Cl-].COC[P+]([C:37]1[CH:42]=[CH:41][CH:40]=[CH:39][CH:38]=1)([C:37]1[CH:42]=[CH:41][CH:40]=[CH:39][CH:38]=1)[C:37]1[CH:42]=[CH:41][CH:40]=[CH:39][CH:38]=1.C(O[K])CCC.[O:49]1[CH2:53]C[CH2:51][CH2:50]1. No catalyst specified. The product is [CH3:53][O:49][CH:50]=[CH:51][C:37]1[CH:38]=[CH:39][CH:40]=[CH:41][C:42]=1[C:7]1[CH:6]=[CH:5][C:4]2[C:9](=[CH:10][CH:11]=[C:2]([CH3:1])[CH:3]=2)[CH:8]=1. The yield is 0.840.